Dataset: Catalyst prediction with 721,799 reactions and 888 catalyst types from USPTO. Task: Predict which catalyst facilitates the given reaction. (1) Reactant: [NH2:1][CH2:2][CH2:3][N:4]([C:18]1[CH:23]=[CH:22][C:21]([CH3:24])=[CH:20][C:19]=1[CH2:25][C:26]1[C:31]([F:32])=[CH:30][CH:29]=[CH:28][C:27]=1[F:33])[S:5]([C:8]1[CH:13]=[CH:12][C:11]([O:14][CH3:15])=[C:10]([O:16][CH3:17])[CH:9]=1)(=[O:7])=[O:6].[CH2:34]([N:41]=[C:42]=[O:43])[C:35]1[CH:40]=[CH:39][CH:38]=[CH:37][CH:36]=1. Product: [CH2:34]([NH:41][C:42]([NH:1][CH2:2][CH2:3][N:4]([C:18]1[CH:23]=[CH:22][C:21]([CH3:24])=[CH:20][C:19]=1[CH2:25][C:26]1[C:31]([F:32])=[CH:30][CH:29]=[CH:28][C:27]=1[F:33])[S:5]([C:8]1[CH:13]=[CH:12][C:11]([O:14][CH3:15])=[C:10]([O:16][CH3:17])[CH:9]=1)(=[O:6])=[O:7])=[O:43])[C:35]1[CH:40]=[CH:39][CH:38]=[CH:37][CH:36]=1. The catalyst class is: 1. (2) Reactant: Br.[S:2]1[CH:6]=[CH:5][C:4]2[CH:7]=[C:8]([C:11]3[N:12]4[CH2:19][CH2:18][N:17]=[C:13]4[S:14][C:15]=3Br)[CH:9]=[CH:10][C:3]1=2.C([Mg]Cl)C.[CH3:24][S:25]SC. Product: [S:2]1[CH:6]=[CH:5][C:4]2[CH:7]=[C:8]([C:11]3[N:12]4[CH2:19][CH2:18][N:17]=[C:13]4[S:14][C:15]=3[S:25][CH3:24])[CH:9]=[CH:10][C:3]1=2. The catalyst class is: 7. (3) Reactant: F[C:2]1[CH:7]=[CH:6][C:5]([N+:8]([O-:10])=[O:9])=[C:4]([F:11])[C:3]=1[F:12].[NH:13]1[CH2:18][CH2:17][O:16][CH2:15][CH2:14]1.C([O-])([O-])=O.[K+].[K+]. Product: [F:12][C:3]1[C:4]([F:11])=[C:5]([N+:8]([O-:10])=[O:9])[CH:6]=[CH:7][C:2]=1[N:13]1[CH2:18][CH2:17][O:16][CH2:15][CH2:14]1. The catalyst class is: 197.